This data is from Full USPTO retrosynthesis dataset with 1.9M reactions from patents (1976-2016). The task is: Predict the reactants needed to synthesize the given product. Given the product [F:28][C:21]1[CH:22]=[CH:23][CH:24]=[C:25]([O:26][CH3:27])[C:20]=1[CH2:19][N:5]1[CH2:6][CH2:7][CH2:8][CH:9]([NH:10][C:11](=[O:17])[O:12][C:13]([CH3:14])([CH3:16])[CH3:15])[C:4]1=[O:3], predict the reactants needed to synthesize it. The reactants are: [H-].[Na+].[O:3]=[C:4]1[CH:9]([NH:10][C:11](=[O:17])[O:12][C:13]([CH3:16])([CH3:15])[CH3:14])[CH2:8][CH2:7][CH2:6][NH:5]1.Br[CH2:19][C:20]1[C:25]([O:26][CH3:27])=[CH:24][CH:23]=[CH:22][C:21]=1[F:28].